Dataset: Full USPTO retrosynthesis dataset with 1.9M reactions from patents (1976-2016). Task: Predict the reactants needed to synthesize the given product. (1) Given the product [NH2:14][C:15]1[CH:20]=[C:19]([CH:18]=[CH:17][C:16]=1[C:2]1[CH:11]=[CH:10][C:9]2[C:4](=[CH:5][CH:6]=[C:7]([O:12][CH3:13])[CH:8]=2)[N:3]=1)[C:21]([O:23][CH3:24])=[O:22], predict the reactants needed to synthesize it. The reactants are: Cl[C:2]1[CH:11]=[CH:10][C:9]2[C:4](=[CH:5][CH:6]=[C:7]([O:12][CH3:13])[CH:8]=2)[N:3]=1.[NH2:14][C:15]1[CH:20]=[C:19]([C:21]([O:23][CH3:24])=[O:22])[CH:18]=[CH:17][C:16]=1B(O)O.C([O-])([O-])=O.[K+].[K+].O. (2) The reactants are: [CH2:1]([C:3]1[S:28][C:6]2[N:7]([CH2:13][C:14]3[CH:19]=[CH:18][C:17]([C:20]4[C:21]([C:26]#[N:27])=[CH:22][CH:23]=[CH:24][CH:25]=4)=[CH:16][CH:15]=3)[C:8](=[O:12])[NH:9][C:10](=[O:11])[C:5]=2[CH:4]=1)[CH3:2].Br[CH2:30][C:31]([C:33]1[CH:38]=[CH:37][C:36]([O:39][C:40]([F:43])([F:42])[F:41])=[CH:35][CH:34]=1)=[O:32].[H-].[Na+].[Cl-].O[NH3+:48].[C:49](=[O:52])([O-])[OH:50].[Na+]. Given the product [CH2:1]([C:3]1[S:28][C:6]2[N:7]([CH2:13][C:14]3[CH:19]=[CH:18][C:17]([C:20]4[CH:25]=[CH:24][CH:23]=[CH:22][C:21]=4[C:26]4[NH:48][C:49](=[O:52])[O:50][N:27]=4)=[CH:16][CH:15]=3)[C:8](=[O:12])[N:9]([CH2:30][C:31](=[O:32])[C:33]3[CH:38]=[CH:37][C:36]([O:39][C:40]([F:43])([F:42])[F:41])=[CH:35][CH:34]=3)[C:10](=[O:11])[C:5]=2[CH:4]=1)[CH3:2], predict the reactants needed to synthesize it. (3) Given the product [CH2:37]([O:39][C:40](=[O:43])[CH2:41][O:36][C:31]1[CH:30]=[C:29]([C:4]2[CH:5]=[CH:6][C:7]([CH:8]([CH3:28])[C:9]([C:15]3[CH:16]=[C:17]([F:27])[C:18]4[O:23][CH2:22][C:21](=[O:24])[N:20]([CH3:25])[C:19]=4[CH:26]=3)([OH:14])[C:10]([F:13])([F:11])[F:12])=[C:2]([Cl:1])[CH:3]=2)[CH:34]=[CH:33][C:32]=1[F:35])[CH3:38], predict the reactants needed to synthesize it. The reactants are: [Cl:1][C:2]1[CH:3]=[C:4]([C:29]2[CH:34]=[CH:33][C:32]([F:35])=[C:31]([OH:36])[CH:30]=2)[CH:5]=[CH:6][C:7]=1[CH:8]([CH3:28])[C:9]([C:15]1[CH:16]=[C:17]([F:27])[C:18]2[O:23][CH2:22][C:21](=[O:24])[N:20]([CH3:25])[C:19]=2[CH:26]=1)([OH:14])[C:10]([F:13])([F:12])[F:11].[CH2:37]([O:39][C:40](=[O:43])[CH2:41]Br)[CH3:38].C(=O)([O-])[O-].[Cs+].[Cs+]. (4) Given the product [CH3:1][O:2][C:3]1[CH:4]=[C:5]([CH:16]=[CH:17][CH:18]=1)[CH2:6][N:7]([NH2:8])[C:22]([O:25][C:28]([CH3:34])([CH3:33])[CH3:29])=[O:24], predict the reactants needed to synthesize it. The reactants are: [CH3:1][O:2][C:3]1[CH:4]=[C:5]([CH:16]=[CH:17][CH:18]=1)[CH:6]=[N:7][NH:8]C(OC(C)(C)C)=O.[OH-].[Na+].O.[C:22]([O:25]CC)(=[O:24])C.[C:28]1([CH3:34])[CH:33]=CC=C[CH:29]=1.